This data is from hERG Central: cardiac toxicity at 1µM, 10µM, and general inhibition. The task is: Predict hERG channel inhibition at various concentrations. (1) The molecule is CCCCN(C)C(=O)c1nc2ccccn2c1CN1CCN(C/C=C/c2ccccc2)CC1. Results: hERG_inhib (hERG inhibition (general)): blocker. (2) The compound is O=C(CCc1ccccc1)N1CCCN(C(=O)CCc2ccccc2)CC1. Results: hERG_inhib (hERG inhibition (general)): blocker.